Task: Predict the product of the given reaction.. Dataset: Forward reaction prediction with 1.9M reactions from USPTO patents (1976-2016) (1) Given the reactants [Cl:1][C:2]1[CH:7]=[CH:6][CH:5]=[C:4]([CH3:8])[C:3]=1[N:9]1[C:17]2[C:12]([CH2:13][CH:14]([CH2:18][CH3:19])[CH2:15][CH:16]=2)=[CH:11][C:10]1=[O:20], predict the reaction product. The product is: [Cl:1][C:2]1[CH:7]=[CH:6][CH:5]=[C:4]([CH3:8])[C:3]=1[N:9]1[C:17]2[C:12](=[CH:13][C:14]([CH2:18][CH3:19])=[CH:15][CH:16]=2)[CH2:11][C:10]1=[O:20]. (2) Given the reactants [O:1]1[C:5]2[CH:6]=[CH:7][C:8]([C:10]3([C:13]([NH:15][C:16]4[N:21]=[C:20]([C:22]5[CH:23]=[N:24][C:25]([O:28]C)=[CH:26][CH:27]=5)[C:19]([CH3:30])=[CH:18][CH:17]=4)=[O:14])[CH2:12][CH2:11]3)=[CH:9][C:4]=2[CH2:3][CH2:2]1.Cl, predict the reaction product. The product is: [O:1]1[C:5]2[CH:6]=[CH:7][C:8]([C:10]3([C:13]([NH:15][C:16]4[CH:17]=[CH:18][C:19]([CH3:30])=[C:20]([C:22]5[CH:27]=[CH:26][C:25](=[O:28])[NH:24][CH:23]=5)[N:21]=4)=[O:14])[CH2:12][CH2:11]3)=[CH:9][C:4]=2[CH2:3][CH2:2]1. (3) Given the reactants [NH:1]1[CH2:4][CH:3]([C:5]2[CH:6]=[C:7]3[C:13]([C:14]([O:16][CH3:17])=[O:15])=[N:12][N:11]([C:18]4[CH:23]=[CH:22][CH:21]=[C:20]([Br:24])[CH:19]=4)[C:8]3=[N:9][CH:10]=2)[CH2:2]1.C(N(CC)CC)C.[C:32](OC(=O)C)(=[O:34])[CH3:33], predict the reaction product. The product is: [C:32]([N:1]1[CH2:2][CH:3]([C:5]2[CH:6]=[C:7]3[C:13]([C:14]([O:16][CH3:17])=[O:15])=[N:12][N:11]([C:18]4[CH:23]=[CH:22][CH:21]=[C:20]([Br:24])[CH:19]=4)[C:8]3=[N:9][CH:10]=2)[CH2:4]1)(=[O:34])[CH3:33]. (4) Given the reactants [C:1]1([P:7]([C:14]2[CH:19]=[CH:18][CH:17]=[CH:16][CH:15]=2)[C:8]2[CH:13]=[CH:12][CH:11]=[CH:10][CH:9]=2)[CH:6]=[CH:5][CH:4]=[CH:3][CH:2]=1.[N+:20]([C:23]1[CH:30]=[CH:29][C:26]([CH2:27][Br:28])=[CH:25][CH:24]=1)([O-:22])=[O:21], predict the reaction product. The product is: [Br-:28].[N+:20]([C:23]1[CH:30]=[CH:29][C:26]([CH2:27][P+:7]([C:1]2[CH:2]=[CH:3][CH:4]=[CH:5][CH:6]=2)([C:8]2[CH:13]=[CH:12][CH:11]=[CH:10][CH:9]=2)[C:14]2[CH:15]=[CH:16][CH:17]=[CH:18][CH:19]=2)=[CH:25][CH:24]=1)([O-:22])=[O:21].